Dataset: Reaction yield outcomes from USPTO patents with 853,638 reactions. Task: Predict the reaction yield, written as a fraction of the theoretical maximum amount of product (1.0 means a 100% yield; for example, 0.34 means a 34% yield). (1) The reactants are [O:1]1[CH2:6][CH2:5][N:4]([CH2:7][C:8]2[CH:9]=[C:10]([NH:18][C:19](=[O:27])OC3C=CC=CC=3)[CH:11]=[C:12]([C:14]([F:17])([F:16])[F:15])[CH:13]=2)[CH2:3][CH2:2]1.[CH3:28][O:29][C:30]1[CH:31]=[C:32]2[C:37](=[CH:38][C:39]=1[O:40][CH3:41])[N:36]=[CH:35][N:34]=[C:33]2[O:42][C:43]1[CH:44]=[C:45]([CH:47]=[CH:48][CH:49]=1)[NH2:46].C(N(C(C)C)CC)(C)C. The catalyst is CN(C1C=CN=CC=1)C. The product is [CH3:28][O:29][C:30]1[CH:31]=[C:32]2[C:37](=[CH:38][C:39]=1[O:40][CH3:41])[N:36]=[CH:35][N:34]=[C:33]2[O:42][C:43]1[CH:44]=[C:45]([NH:46][C:19]([NH:18][C:10]2[CH:11]=[C:12]([C:14]([F:16])([F:15])[F:17])[CH:13]=[C:8]([CH2:7][N:4]3[CH2:5][CH2:6][O:1][CH2:2][CH2:3]3)[CH:9]=2)=[O:27])[CH:47]=[CH:48][CH:49]=1. The yield is 0.320. (2) The reactants are [NH2:1][C:2]1[S:3][CH:4]=[C:5]([CH2:11][O:12][CH2:13][O:14][CH3:15])[C:6]=1[S:7]([NH2:10])(=[O:9])=[O:8].[CH2:16]([N:23]1[C:32]2[C:27](=[CH:28][CH:29]=[CH:30][CH:31]=2)[C:26](=[O:33])[C:25](=[C:34](SC)SC)[C:24]1=[O:39])[C:17]1[CH:22]=[CH:21][CH:20]=[CH:19][CH:18]=1. The catalyst is C1(C)C=CC=CC=1. The product is [CH2:16]([N:23]1[C:32]2[C:27](=[CH:28][CH:29]=[CH:30][CH:31]=2)[C:26]([OH:33])=[C:25]([C:34]2[NH:1][C:2]3[S:3][CH:4]=[C:5]([CH2:11][O:12][CH2:13][O:14][CH3:15])[C:6]=3[S:7](=[O:8])(=[O:9])[N:10]=2)[C:24]1=[O:39])[C:17]1[CH:18]=[CH:19][CH:20]=[CH:21][CH:22]=1. The yield is 0.733.